From a dataset of Catalyst prediction with 721,799 reactions and 888 catalyst types from USPTO. Predict which catalyst facilitates the given reaction. (1) Reactant: [F:1][C:2]([F:13])([F:12])[C:3]([NH:5][C:6]1[CH:10]=[C:9]([CH3:11])[NH:8][N:7]=1)=[O:4].C1C(=O)N([Cl:21])C(=O)C1. Product: [Cl:21][C:10]1[C:6]([NH:5][C:3](=[O:4])[C:2]([F:1])([F:12])[F:13])=[N:7][NH:8][C:9]=1[CH3:11]. The catalyst class is: 23. (2) Reactant: [CH3:1][O:2][C:3]1[CH:4]=[C:5]([CH:39]=[CH:40][C:41]=1[O:42][CH3:43])[C:6]([NH:8][C@@H:9]([C:11]1[CH:16]=[CH:15][CH:14]=[C:13]([C:17](=[O:38])[NH:18][C:19]2[S:20][C:21]3[CH2:27][C@@H:26]([N:28]([CH2:35][CH2:36][CH3:37])C(=O)C(F)(F)F)[CH2:25][CH2:24][C:22]=3[N:23]=2)[CH:12]=1)[CH3:10])=[O:7].C([O-])([O-])=O.[K+].[K+].FC(F)(F)C(O)=O. Product: [CH3:1][O:2][C:3]1[CH:4]=[C:5]([CH:39]=[CH:40][C:41]=1[O:42][CH3:43])[C:6]([NH:8][C@@H:9]([C:11]1[CH:16]=[CH:15][CH:14]=[C:13]([C:17](=[O:38])[NH:18][C:19]2[S:20][C:21]3[CH2:27][C@@H:26]([NH:28][CH2:35][CH2:36][CH3:37])[CH2:25][CH2:24][C:22]=3[N:23]=2)[CH:12]=1)[CH3:10])=[O:7]. The catalyst class is: 24. (3) Reactant: [CH:1]([C:3]1[CH:11]=[CH:10][C:6]([C:7]([OH:9])=O)=[CH:5][CH:4]=1)=[O:2].[CH2:12]([N:14](CC)[CH2:15][CH3:16])[CH3:13].C(OC(Cl)=O)C(C)C.C(NCC)C. Product: [CH2:12]([N:14]([CH2:15][CH3:16])[C:7](=[O:9])[C:6]1[CH:5]=[CH:4][C:3]([CH:1]=[O:2])=[CH:11][CH:10]=1)[CH3:13]. The catalyst class is: 1.